This data is from NCI-60 drug combinations with 297,098 pairs across 59 cell lines. The task is: Regression. Given two drug SMILES strings and cell line genomic features, predict the synergy score measuring deviation from expected non-interaction effect. (1) Cell line: UO-31. Drug 1: CC1C(C(=O)NC(C(=O)N2CCCC2C(=O)N(CC(=O)N(C(C(=O)O1)C(C)C)C)C)C(C)C)NC(=O)C3=C4C(=C(C=C3)C)OC5=C(C(=O)C(=C(C5=N4)C(=O)NC6C(OC(=O)C(N(C(=O)CN(C(=O)C7CCCN7C(=O)C(NC6=O)C(C)C)C)C)C(C)C)C)N)C. Synergy scores: CSS=1.83, Synergy_ZIP=6.83, Synergy_Bliss=5.77, Synergy_Loewe=-13.9, Synergy_HSA=-11.3. Drug 2: C1=NC2=C(N1)C(=S)N=CN2. (2) Drug 1: CC1=C(C=C(C=C1)NC2=NC=CC(=N2)N(C)C3=CC4=NN(C(=C4C=C3)C)C)S(=O)(=O)N.Cl. Drug 2: CN(C(=O)NC(C=O)C(C(C(CO)O)O)O)N=O. Cell line: SK-MEL-28. Synergy scores: CSS=-3.30, Synergy_ZIP=-0.207, Synergy_Bliss=-5.67, Synergy_Loewe=-8.62, Synergy_HSA=-8.51. (3) Drug 1: CC(C)CN1C=NC2=C1C3=CC=CC=C3N=C2N. Drug 2: C1C(C(OC1N2C=NC3=C2NC=NCC3O)CO)O. Cell line: HCT116. Synergy scores: CSS=5.64, Synergy_ZIP=-0.356, Synergy_Bliss=-0.854, Synergy_Loewe=-4.87, Synergy_HSA=-3.09. (4) Drug 1: COC1=NC(=NC2=C1N=CN2C3C(C(C(O3)CO)O)O)N. Drug 2: CS(=O)(=O)CCNCC1=CC=C(O1)C2=CC3=C(C=C2)N=CN=C3NC4=CC(=C(C=C4)OCC5=CC(=CC=C5)F)Cl. Cell line: OVCAR3. Synergy scores: CSS=8.80, Synergy_ZIP=-4.02, Synergy_Bliss=-7.38, Synergy_Loewe=-35.0, Synergy_HSA=-8.37. (5) Drug 1: CC1=C(C=C(C=C1)NC(=O)C2=CC=C(C=C2)CN3CCN(CC3)C)NC4=NC=CC(=N4)C5=CN=CC=C5. Drug 2: CCC1(CC2CC(C3=C(CCN(C2)C1)C4=CC=CC=C4N3)(C5=C(C=C6C(=C5)C78CCN9C7C(C=CC9)(C(C(C8N6C)(C(=O)OC)O)OC(=O)C)CC)OC)C(=O)OC)O.OS(=O)(=O)O. Cell line: SF-295. Synergy scores: CSS=4.38, Synergy_ZIP=1.21, Synergy_Bliss=2.89, Synergy_Loewe=-9.33, Synergy_HSA=-1.19. (6) Drug 1: CS(=O)(=O)OCCCCOS(=O)(=O)C. Drug 2: CC(C)NC(=O)C1=CC=C(C=C1)CNNC.Cl. Cell line: NCI-H322M. Synergy scores: CSS=-1.46, Synergy_ZIP=1.14, Synergy_Bliss=-0.600, Synergy_Loewe=-3.64, Synergy_HSA=-4.56.